This data is from Forward reaction prediction with 1.9M reactions from USPTO patents (1976-2016). The task is: Predict the product of the given reaction. (1) Given the reactants [C:1]([O:4][C:5]1[CH:10]=[CH:9][C:8]([OH:11])=[CH:7][CH:6]=1)(=[O:3])[CH3:2].O[CH2:13][C@@H:14]([NH:16][C:17](=[O:23])[O:18][C:19]([CH3:22])([CH3:21])[CH3:20])[CH3:15].C1(P(C2C=CC=CC=2)C2C=CC=CC=2)C=CC=CC=1.N(C(OC(C)C)=O)=NC(OC(C)C)=O, predict the reaction product. The product is: [C:1]([O:4][C:5]1[CH:10]=[CH:9][C:8]([O:11][CH2:15][C@@H:14]([NH:16][C:17]([O:18][C:19]([CH3:21])([CH3:20])[CH3:22])=[O:23])[CH3:13])=[CH:7][CH:6]=1)(=[O:3])[CH3:2]. (2) The product is: [C:41]([C:34]1[CH:35]=[N:36][N:37]([CH:38]([CH3:40])[CH3:39])[C:33]=1[C:6]1[N:7]=[C:8]2[C:14]3[CH:15]=[CH:16][C:17]([C:19]([O:21][CH3:22])=[O:20])=[CH:18][C:13]=3[O:12][CH2:11][CH2:10][N:9]2[CH:23]=1)#[N:42]. Given the reactants C([Sn](CCCC)(CCCC)[C:6]1[N:7]=[C:8]2[C:14]3[CH:15]=[CH:16][C:17]([C:19]([O:21][CH3:22])=[O:20])=[CH:18][C:13]=3[O:12][CH2:11][CH2:10][N:9]2[CH:23]=1)CCC.N[C:33]1[N:37]([CH:38]([CH3:40])[CH3:39])[N:36]=[CH:35][C:34]=1[C:41]#[N:42].C1(C)C=CC=CC=1, predict the reaction product. (3) Given the reactants F[P-](F)(F)(F)(F)F.N1(OC(N(C)C)=[N+](C)C)C2N=CC=CC=2N=N1.[CH3:25][O:26][C:27]([C:29]1([NH2:36])[CH2:34][CH:33]2[O:35][CH:30]1[CH2:31][CH2:32]2)=[O:28].[CH3:37][O:38][C:39]1[CH:47]=[CH:46][C:42]([C:43](O)=[O:44])=[CH:41][C:40]=1[O:48][CH2:49][CH2:50][C:51]1[CH:52]=[C:53]([CH3:57])[CH:54]=[CH:55][CH:56]=1, predict the reaction product. The product is: [CH3:25][O:26][C:27]([C:29]1([NH:36][C:43](=[O:44])[C:42]2[CH:46]=[CH:47][C:39]([O:38][CH3:37])=[C:40]([O:48][CH2:49][CH2:50][C:51]3[CH:52]=[C:53]([CH3:57])[CH:54]=[CH:55][CH:56]=3)[CH:41]=2)[CH2:34][CH:33]2[O:35][CH:30]1[CH2:31][CH2:32]2)=[O:28]. (4) Given the reactants [C:1](=[O:21])([O:7][C:8]1[C:12]2[CH:13]=[C:14]([CH:19]=O)[C:15](F)=[C:16]([F:17])[C:11]=2[O:10][N:9]=1)[O:2][C:3]([CH3:6])([CH3:5])[CH3:4].[NH:22]1[C:29](=[O:30])[CH2:28][C:26](=[O:27])[NH:25][C:23]1=[O:24].[CH3:31][CH:32]([OH:34])[CH3:33], predict the reaction product. The product is: [C:1](=[O:21])([O:7][C:8]1[C:12]2[CH:13]=[C:14]3[C:15](=[C:16]([F:17])[C:11]=2[O:10][N:9]=1)[N:9]1[CH2:31][C@@H:32]([CH3:33])[O:34][C@@H:12]([CH3:11])[C@@H:8]1[C:28]1([C:26](=[O:27])[NH:25][C:23](=[O:24])[NH:22][C:29]1=[O:30])[CH2:19]3)[O:2][C:3]([CH3:6])([CH3:5])[CH3:4].